Task: Predict the product of the given reaction.. Dataset: Forward reaction prediction with 1.9M reactions from USPTO patents (1976-2016) (1) Given the reactants Br[C:2]1[CH:3]=[N:4][N:5]2[CH:10]=[CH:9][C:8]([N:11]3[C@@H:15]([CH2:16][CH2:17][CH3:18])[CH2:14][O:13][C:12]3=[O:19])=[N:7][C:6]=12.CC1(C)C(C)(C)OB([C:28]2[CH:33]=[CH:32][C:31]([C:34]3[N:38]=[CH:37][N:36]([CH2:39][O:40][CH2:41][CH2:42][Si:43]([CH3:46])([CH3:45])[CH3:44])[N:35]=3)=[CH:30][CH:29]=2)O1.C([O-])([O-])=O.[Na+].[Na+].C1(P(C2CCCCC2)C2C=CC=CC=2C2C(C(C)C)=CC(C(C)C)=CC=2C(C)C)CCCCC1, predict the reaction product. The product is: [CH2:16]([C@H:15]1[CH2:14][O:13][C:12](=[O:19])[N:11]1[C:8]1[CH:9]=[CH:10][N:5]2[N:4]=[CH:3][C:2]([C:28]3[CH:29]=[CH:30][C:31]([C:34]4[N:38]=[CH:37][N:36]([CH2:39][O:40][CH2:41][CH2:42][Si:43]([CH3:46])([CH3:45])[CH3:44])[N:35]=4)=[CH:32][CH:33]=3)=[C:6]2[N:7]=1)[CH2:17][CH3:18]. (2) Given the reactants [CH2:1]([N:3]([CH2:35][CH3:36])[CH2:4]/[CH:5]=[CH:6]\[C:7]1[CH:12]=[C:11]([F:13])[CH:10]=[CH:9][C:8]=1[S:14]([NH:17][C:18]1[C:27]([C:28]([O:30][CH3:31])=[O:29])=[C:26]2[C:21]([C:22]3[CH:34]=[CH:33][O:32][C:23]=3CO2)=[CH:20][CH:19]=1)(=[O:16])=[O:15])[CH3:2].[C:37]([N:40]1C2C(=CC=C(NS(C3C=CC(F)=CC=3Br)(=O)=O)C=2C(OC)=O)[C@H]2CCO[C@H]2[CH2:41]1)(=[O:39])[CH3:38], predict the reaction product. The product is: [C:37]([N:40]1[C:26]2[C:21](=[CH:20][CH:19]=[C:18]([NH:17][S:14]([C:8]3[CH:9]=[CH:10][C:11]([F:13])=[CH:12][C:7]=3/[CH:6]=[CH:5]\[CH2:4][N:3]([CH2:1][CH3:2])[CH2:35][CH3:36])(=[O:15])=[O:16])[C:27]=2[C:28]([O:30][CH3:31])=[O:29])[C@H:22]2[CH2:34][CH2:33][O:32][C@H:23]2[CH2:41]1)(=[O:39])[CH3:38]. (3) Given the reactants [F:1][C:2]1[CH:10]=[C:9]2[C:5]([C:6]([CH2:11][CH2:12][NH2:13])=[CH:7][NH:8]2)=[CH:4][CH:3]=1.CCN(CC)CC.[C:21](OC(=O)C)(=[O:23])[CH3:22], predict the reaction product. The product is: [F:1][C:2]1[CH:10]=[C:9]2[C:5]([C:6]([CH2:11][CH2:12][NH:13][C:21](=[O:23])[CH3:22])=[CH:7][NH:8]2)=[CH:4][CH:3]=1. (4) Given the reactants [Br:1][C:2]1[CH:7]=[CH:6][C:5]([CH:8](Cl)[N:9]=[C:10]=[O:11])=[CH:4][CH:3]=1.[C:13]1([CH:19]2[CH2:24][C:23](=[O:25])[CH:22]=[C:21]([NH:26][C:27]3[CH:32]=[CH:31][CH:30]=[C:29]([C:33]([F:36])([F:35])[F:34])[CH:28]=3)[CH2:20]2)[CH:18]=[CH:17][CH:16]=[CH:15][CH:14]=1, predict the reaction product. The product is: [Br:1][C:2]1[CH:7]=[CH:6][C:5]([CH:8]2[C:22]3[C:23](=[O:25])[CH2:24][CH:19]([C:13]4[CH:14]=[CH:15][CH:16]=[CH:17][CH:18]=4)[CH2:20][C:21]=3[N:26]([C:27]3[CH:32]=[CH:31][CH:30]=[C:29]([C:33]([F:34])([F:35])[F:36])[CH:28]=3)[C:10](=[O:11])[NH:9]2)=[CH:4][CH:3]=1. (5) Given the reactants C(O[C:9](=[O:33])[C@@H:10]([NH:25][C:26]([O:28][C:29]([CH3:32])([CH3:31])[CH3:30])=[O:27])[CH2:11][C:12]1[C:20]2[C:15](=[CH:16][CH:17]=[CH:18][CH:19]=2)[N:14]([CH2:21][CH2:22][CH2:23][CH3:24])[CH:13]=1)C1C=CC=CC=1.CCN=C=NCCCN(C)C.Cl.C1C=CC2N(O)N=NC=2C=1.[C:56]([O:75][NH2:76])(C1C=CC=CC=1)(C1C=CC=CC=1)[C:57]1[CH:62]=[CH:61][CH:60]=[CH:59][CH:58]=1, predict the reaction product. The product is: [C:29]([O:28][C:26]([NH:25][C@@H:10]([CH2:11][C:12]1[C:20]2[C:15](=[CH:16][CH:17]=[CH:18][CH:19]=2)[N:14]([CH2:21][CH2:22][CH2:23][CH3:24])[CH:13]=1)[C:9]([NH:76][O:75][CH2:56][C:57]1[CH:62]=[CH:61][CH:60]=[CH:59][CH:58]=1)=[O:33])=[O:27])([CH3:30])([CH3:32])[CH3:31]. (6) Given the reactants [C:1]([C:5]1[CH:9]=[C:8]([NH2:10])[N:7]([CH2:11][CH:12]2[CH2:17][CH2:16][CH2:15][CH2:14][O:13]2)[N:6]=1)([CH3:4])([CH3:3])[CH3:2].[CH3:18][O:19][C:20]1[CH:28]=[CH:27][C:26]([C:29]([F:32])([F:31])[F:30])=[CH:25][C:21]=1[C:22](O)=[O:23].ON1C2C=CC=CC=2N=N1.CCN=C=NCCCN(C)C.Cl.C(N(CC)CC)C, predict the reaction product. The product is: [C:1]([C:5]1[CH:9]=[C:8]([NH:10][C:22](=[O:23])[C:21]2[CH:25]=[C:26]([C:29]([F:31])([F:32])[F:30])[CH:27]=[CH:28][C:20]=2[O:19][CH3:18])[N:7]([CH2:11][CH:12]2[CH2:17][CH2:16][CH2:15][CH2:14][O:13]2)[N:6]=1)([CH3:4])([CH3:2])[CH3:3]. (7) Given the reactants [C:1]([CH2:3][CH2:4][N:5]([CH2:10][CH2:11][CH2:12][CH2:13][CH2:14][CH3:15])[CH2:6][CH2:7][C:8]#[N:9])#[N:2].[H][H], predict the reaction product. The product is: [NH2:2][CH2:1][CH2:3][CH2:4][N:5]([CH2:10][CH2:11][CH2:12][CH2:13][CH2:14][CH3:15])[CH2:6][CH2:7][CH2:8][NH2:9]. (8) Given the reactants CCCC[N+](CCCC)(CCCC)CCCC.[F-].[Si]([O:26][CH:27]([N:29]1[CH:33]=[C:32]([C:34]2[CH:39]=[CH:38][CH:37]=[CH:36][CH:35]=2)[C:31]([C:40]([N:42]2[CH2:47][CH2:46][N:45]([C:48]3[CH:49]=[C:50]([CH:53]=[CH:54][CH:55]=3)[C:51]#[N:52])[CH2:44][CH2:43]2)=[O:41])=[CH:30]1)[CH3:28])(C(C)(C)C)(C)C.C(OCC)(=O)C, predict the reaction product. The product is: [OH:26][CH:27]([N:29]1[CH:33]=[C:32]([C:34]2[CH:35]=[CH:36][CH:37]=[CH:38][CH:39]=2)[C:31]([C:40]([N:42]2[CH2:47][CH2:46][N:45]([C:48]3[CH:49]=[C:50]([CH:53]=[CH:54][CH:55]=3)[C:51]#[N:52])[CH2:44][CH2:43]2)=[O:41])=[CH:30]1)[CH3:28]. (9) Given the reactants [O:1]([C:19]1[CH:26]=[C:25]([N:27]([CH2:32][CH2:33][CH2:34][CH3:35])[CH2:28][CH2:29][CH2:30][CH3:31])[CH:24]=[CH:23][C:20]=1[CH:21]=O)[Si:2]([C:15]([CH3:18])([CH3:17])[CH3:16])([C:9]1[CH:14]=[CH:13][CH:12]=[CH:11][CH:10]=1)[C:3]1[CH:8]=[CH:7][CH:6]=[CH:5][CH:4]=1.[C:36]([C:38]1[C:39](=[C:46]([C:49]#[N:50])[C:47]#[N:48])[O:40][C:41]([CH3:45])([CH3:44])[C:42]=1[CH3:43])#[N:37], predict the reaction product. The product is: [O:1]([C:19]1[CH:26]=[C:25]([N:27]([CH2:28][CH2:29][CH2:30][CH3:31])[CH2:32][CH2:33][CH2:34][CH3:35])[CH:24]=[CH:23][C:20]=1[CH:21]=[CH:43][C:42]1[C:41]([CH3:44])([CH3:45])[O:40][C:39](=[C:46]([C:47]#[N:48])[C:49]#[N:50])[C:38]=1[C:36]#[N:37])[Si:2]([C:15]([CH3:17])([CH3:18])[CH3:16])([C:9]1[CH:14]=[CH:13][CH:12]=[CH:11][CH:10]=1)[C:3]1[CH:8]=[CH:7][CH:6]=[CH:5][CH:4]=1.